From a dataset of Full USPTO retrosynthesis dataset with 1.9M reactions from patents (1976-2016). Predict the reactants needed to synthesize the given product. Given the product [CH2:14]([NH:13][CH2:16][CH3:24])[CH3:10].[CH2:55]([NH:54][CH2:57][CH3:65])[CH3:51].[OH:1][C:2]1[C:7]([NH:8]/[N:9]=[C:10]2/[C:11]([CH3:25])=[N:12][N:13]([C:16]3[CH:17]=[C:18]4[C:22](=[CH:23][CH:24]=3)[CH2:21][CH2:20][CH2:19]4)[C:14]/2=[O:15])=[CH:6][CH:5]=[CH:4][C:3]=1[C:26]1[O:30][C:29]([C:31]([OH:33])=[O:32])=[CH:28][CH:27]=1, predict the reactants needed to synthesize it. The reactants are: [OH:1][C:2]1[C:7]([NH:8]/[N:9]=[C:10]2/[C:11]([CH3:25])=[N:12][N:13]([C:16]3[CH:17]=[C:18]4[C:22](=[CH:23][CH:24]=3)[CH2:21][CH2:20][CH2:19]4)[C:14]/2=[O:15])=[CH:6][CH:5]=[CH:4][C:3]=1[C:26]1[O:30][C:29]([C:31]([OH:33])=[O:32])=[CH:28][CH:27]=1.C(CN)O.C(CN)O.OC1C(N/N=[C:51]2/C(C)=N[N:54]([C:57]3C=C4C(=C[CH:65]=3)CCC4)[C:55]/2=O)=CC=CC=1C1OC(C(O)=O)=CC=1.C(NCC)C.C(NCC)C.OC1C(N/N=C2/C(C)=NN(C3C=CC4CCCCC=4C=3)C/2=O)=CC=CC=1C1OC(C(O)=O)=CC=1.